This data is from Reaction yield outcomes from USPTO patents with 853,638 reactions. The task is: Predict the reaction yield, written as a fraction of the theoretical maximum amount of product (1.0 means a 100% yield; for example, 0.34 means a 34% yield). (1) The reactants are [Cl:1][C:2]1[C:7]2[N:8]([CH2:18][CH2:19][CH3:20])[C:9]([C:11]3[N:16]=[N:15][C:14](O)=[CH:13][CH:12]=3)=[N:10][C:6]=2[CH:5]=[CH:4][CH:3]=1.O=P(Cl)(Cl)[Cl:23]. No catalyst specified. The product is [Cl:1][C:2]1[C:7]2[N:8]([CH2:18][CH2:19][CH3:20])[C:9]([C:11]3[N:16]=[N:15][C:14]([Cl:23])=[CH:13][CH:12]=3)=[N:10][C:6]=2[CH:5]=[CH:4][CH:3]=1. The yield is 0.980. (2) The reactants are [BH4-].[Na+].[C:3]1([C:9](=[N:16][C@@H:17]([C@H:25]2[CH2:30][CH2:29][CH2:28][C:27](=[O:31])[CH2:26]2)[C:18]([O:20][C:21]([CH3:24])([CH3:23])[CH3:22])=[O:19])[C:10]2[CH:15]=[CH:14][CH:13]=[CH:12][CH:11]=2)[CH:8]=[CH:7][CH:6]=[CH:5][CH:4]=1.O.C(OCC)(=O)C. The catalyst is CO. The product is [C:3]1([CH:9]([NH:16][C@@H:17]([C@H:25]2[CH2:30][CH2:29][CH2:28][CH:27]([OH:31])[CH2:26]2)[C:18]([O:20][C:21]([CH3:24])([CH3:23])[CH3:22])=[O:19])[C:10]2[CH:15]=[CH:14][CH:13]=[CH:12][CH:11]=2)[CH:4]=[CH:5][CH:6]=[CH:7][CH:8]=1. The yield is 0.990. (3) The reactants are [OH:1][C:2]1[CH:7]=[CH:6][C:5]([C:8]2[CH:13]=[CH:12][C:11]([C:14]([F:17])([F:16])[F:15])=[CH:10][CH:9]=2)=[CH:4][C:3]=1[C:18]1[CH:23]=[CH:22][N:21]=[C:20]([N:24]2[CH2:29][CH2:28][N:27]([C:30]([O:32][C:33]([CH3:36])([CH3:35])[CH3:34])=[O:31])[CH2:26][CH2:25]2)[CH:19]=1.C(=O)([O-])[O-].[K+].[K+].[Cl:43][C:44]1[C:45](F)=[CH:46][C:47]([F:71])=[C:48]([S:50]([N:53]([CH2:60][C:61]2[CH:66]=[CH:65][C:64]([O:67][CH3:68])=[CH:63][C:62]=2[O:69][CH3:70])[C:54]2[CH:59]=[CH:58][N:57]=[CH:56][N:55]=2)(=[O:52])=[O:51])[CH:49]=1. The catalyst is CS(C)=O. The product is [Cl:43][C:44]1[CH:49]=[C:48]([S:50]([N:53]([CH2:60][C:61]2[CH:66]=[CH:65][C:64]([O:67][CH3:68])=[CH:63][C:62]=2[O:69][CH3:70])[C:54]2[CH:59]=[CH:58][N:57]=[CH:56][N:55]=2)(=[O:51])=[O:52])[C:47]([F:71])=[CH:46][C:45]=1[O:1][C:2]1[CH:7]=[CH:6][C:5]([C:8]2[CH:9]=[CH:10][C:11]([C:14]([F:16])([F:17])[F:15])=[CH:12][CH:13]=2)=[CH:4][C:3]=1[C:18]1[CH:23]=[CH:22][N:21]=[C:20]([N:24]2[CH2:29][CH2:28][N:27]([C:30]([O:32][C:33]([CH3:36])([CH3:35])[CH3:34])=[O:31])[CH2:26][CH2:25]2)[CH:19]=1. The yield is 0.850. (4) The reactants are [C:1]([N:5]1[CH:9]=[C:8]([NH2:10])[CH:7]=[N:6]1)([CH3:4])([CH3:3])[CH3:2].[C:11]1([O:17][C:18](Cl)=[O:19])[CH:16]=[CH:15][CH:14]=[CH:13][CH:12]=1.C([O-])([O-])=O.[K+].[K+]. The catalyst is C1COCC1. The product is [C:1]([N:5]1[CH:9]=[C:8]([NH:10][C:18](=[O:19])[O:17][C:11]2[CH:16]=[CH:15][CH:14]=[CH:13][CH:12]=2)[CH:7]=[N:6]1)([CH3:4])([CH3:3])[CH3:2]. The yield is 0.890.